From a dataset of Catalyst prediction with 721,799 reactions and 888 catalyst types from USPTO. Predict which catalyst facilitates the given reaction. (1) Reactant: [CH3:1][O:2][C:3](=[O:19])[CH2:4][CH2:5][C:6]1[C:15]2[C:10](=[CH:11][CH:12]=[CH:13][CH:14]=2)[C:9]([C:16]([OH:18])=O)=[CH:8][CH:7]=1.CN(C(ON1N=NC2C=CC=CC1=2)=[N+](C)C)C.F[P-](F)(F)(F)(F)F.C(N(C(C)C)CC)(C)C.Cl.Cl.[CH3:55][C:56]1([CH3:78])[CH2:61][CH2:60][CH2:59][N:58]([CH2:62][CH2:63][CH2:64][O:65][C:66]2[CH:71]=[CH:70][C:69]([CH:72]3[CH2:77][CH2:76][NH:75][CH2:74][CH2:73]3)=[CH:68][CH:67]=2)[CH2:57]1. Product: [CH3:55][C:56]1([CH3:78])[CH2:61][CH2:60][CH2:59][N:58]([CH2:62][CH2:63][CH2:64][O:65][C:66]2[CH:67]=[CH:68][C:69]([CH:72]3[CH2:73][CH2:74][N:75]([C:16]([C:9]4[C:10]5[C:15](=[CH:14][CH:13]=[CH:12][CH:11]=5)[C:6]([CH2:5][CH2:4][C:3]([O:2][CH3:1])=[O:19])=[CH:7][CH:8]=4)=[O:18])[CH2:76][CH2:77]3)=[CH:70][CH:71]=2)[CH2:57]1. The catalyst class is: 3. (2) The catalyst class is: 62. Product: [F:76][C:70]1[C:71]([F:75])=[CH:72][CH:73]=[CH:74][C:69]=1[CH2:68][S:67][C:61]1[N:60]=[C:59]([NH:1][S:2]([N:5]2[CH2:9][CH2:8][C@H:7]([NH:10][C:11](=[O:17])[O:12][C:13]([CH3:14])([CH3:16])[CH3:15])[CH2:6]2)(=[O:4])=[O:3])[CH:64]=[C:63]([O:65][CH3:66])[N:62]=1. Reactant: [NH2:1][S:2]([N:5]1[CH2:9][CH2:8][C@H:7]([NH:10][C:11](=[O:17])[O:12][C:13]([CH3:16])([CH3:15])[CH3:14])[CH2:6]1)(=[O:4])=[O:3].C1(P(C2CCCCC2)C2C=CC=CC=2C2C(C(C)C)=CC(C(C)C)=CC=2C(C)C)CCCCC1.C(=O)([O-])[O-].[Cs+].[Cs+].Cl[C:59]1[CH:64]=[C:63]([O:65][CH3:66])[N:62]=[C:61]([S:67][CH2:68][C:69]2[CH:74]=[CH:73][CH:72]=[C:71]([F:75])[C:70]=2[F:76])[N:60]=1.